This data is from Reaction yield outcomes from USPTO patents with 853,638 reactions. The task is: Predict the reaction yield, written as a fraction of the theoretical maximum amount of product (1.0 means a 100% yield; for example, 0.34 means a 34% yield). (1) The reactants are [C:1]([O:5][C:6](=[O:41])[NH:7][CH:8]([C:36](=[O:40])[N:37]([CH3:39])[CH3:38])[CH2:9][C:10]1[CH:15]=[CH:14][C:13]([O:16][C:17]2[CH:22]=[CH:21][C:20]([CH2:23][CH2:24][C:25](=[O:35])[NH:26][O:27]CC3C=CC=CC=3)=[CH:19][CH:18]=2)=[CH:12][CH:11]=1)([CH3:4])([CH3:3])[CH3:2].[H][H]. The catalyst is CO.[Pd]. The product is [C:1]([O:5][C:6](=[O:41])[NH:7][CH:8]([C:36](=[O:40])[N:37]([CH3:39])[CH3:38])[CH2:9][C:10]1[CH:11]=[CH:12][C:13]([O:16][C:17]2[CH:22]=[CH:21][C:20]([CH2:23][CH2:24][C:25](=[O:35])[NH:26][OH:27])=[CH:19][CH:18]=2)=[CH:14][CH:15]=1)([CH3:2])([CH3:4])[CH3:3]. The yield is 0.930. (2) The reactants are [F:1][C:2]([F:14])([F:13])[O:3][C:4]1[CH:12]=[C:11]2[C:7]([CH:8]=[CH:9][NH:10]2)=[CH:6][CH:5]=1.ClS([N:19]=[C:20]=O)(=O)=O.C([O-])([O-])=O.[K+].[K+].[CH2:28](I)[CH3:29]. The catalyst is CN(C=O)C. The product is [CH2:28]([N:10]1[C:11]2[C:7](=[CH:6][CH:5]=[C:4]([O:3][C:2]([F:1])([F:13])[F:14])[CH:12]=2)[C:8]([C:20]#[N:19])=[CH:9]1)[CH3:29]. The yield is 0.860. (3) The reactants are C([Mg]Br)(C)C.I[C:7]1[CH:8]=[N:9][N:10]([C:12]2[C:17]([C:18]([F:21])([F:20])[F:19])=[CH:16][CH:15]=[CH:14][N:13]=2)[CH:11]=1.CON(C)[C:25](=[O:27])[CH3:26].[Cl-].[NH4+]. The catalyst is C1COCC1. The product is [F:19][C:18]([F:21])([F:20])[C:17]1[C:12]([N:10]2[CH:11]=[C:7]([C:25](=[O:27])[CH3:26])[CH:8]=[N:9]2)=[N:13][CH:14]=[CH:15][CH:16]=1. The yield is 0.590.